This data is from Forward reaction prediction with 1.9M reactions from USPTO patents (1976-2016). The task is: Predict the product of the given reaction. (1) The product is: [CH2:1]([OH:9])[CH2:2]/[CH:3]=[CH:4]/[CH2:5][CH2:6][CH2:7][CH3:8]. Given the reactants [CH2:1]([OH:9])[CH2:2][C:3]#[C:4][CH2:5][CH2:6][CH2:7][CH3:8].CC(O)(C)C.N.[Li], predict the reaction product. (2) Given the reactants [NH2:1][C:2]1[CH:3]=[C:4]([C:8]([C:10]2[C:18]3[CH:17]=[N:16][C:15]([NH:19]CC4C=CC(OC)=CC=4)=[N:14][C:13]=3[N:12]([C:29]34[CH2:33][CH:31]([CH2:32]3)[CH2:30]4)[CH:11]=2)=[O:9])[CH:5]=[N:6][CH:7]=1.[F:34][C:35]1[CH:36]=[CH:37][C:38]([CH2:41][C:42]([OH:44])=O)=[N:39][CH:40]=1.CCCP(O)(O)=O, predict the reaction product. The product is: [NH2:19][C:15]1[N:16]=[CH:17][C:18]2[C:10]([C:8]([C:4]3[CH:3]=[C:2]([NH:1][C:42](=[O:44])[CH2:41][C:38]4[CH:37]=[CH:36][C:35]([F:34])=[CH:40][N:39]=4)[CH:7]=[N:6][CH:5]=3)=[O:9])=[CH:11][N:12]([C:29]34[CH2:32][CH:31]([CH2:33]3)[CH2:30]4)[C:13]=2[N:14]=1. (3) Given the reactants C(OC([N:8]1[CH2:13][CH:12]=[C:11]([C:14]2[C:22]3[S:21][C:20]([NH:23][C:24]([O:26][CH3:27])=[O:25])=[N:19][C:18]=3[C:17]([O:28][CH3:29])=[CH:16][CH:15]=2)[CH2:10][CH2:9]1)=O)(C)(C)C, predict the reaction product. The product is: [CH3:27][O:26][C:24](=[O:25])[NH:23][C:20]1[S:21][C:22]2[C:14]([C:11]3[CH2:12][CH2:13][NH:8][CH2:9][CH:10]=3)=[CH:15][CH:16]=[C:17]([O:28][CH3:29])[C:18]=2[N:19]=1.